This data is from Full USPTO retrosynthesis dataset with 1.9M reactions from patents (1976-2016). The task is: Predict the reactants needed to synthesize the given product. (1) Given the product [Cl:16][C:17]1[C:25]([Cl:26])=[CH:24][CH:23]=[CH:22][C:18]=1[C:19]([N:12]1[CH2:13][CH:14]([CH3:41])[C:15]2[N:7]([C:28]3[CH:29]=[CH:33][CH:34]=[CH:35][CH:36]=3)[N:8]=[N:9][C:10]=2[CH2:11]1)=[O:20], predict the reactants needed to synthesize it. The reactants are: N1C=CC=CC=1[N:7]1[C:15]2[CH2:14][CH2:13][NH:12][CH2:11][C:10]=2[N:9]=[N:8]1.[Cl:16][C:17]1[C:25]([Cl:26])=[CH:24][CH:23]=[CH:22][C:18]=1[C:19](Cl)=[O:20].Cl[C:28]1[C:36](C(F)(F)F)=[CH:35][CH:34]=[CH:33][C:29]=1C(Cl)=O.[CH3:41]CN(C(C)C)C(C)C. (2) Given the product [C:25]1([S:31]([N:15]2[CH2:16][CH2:17][CH:12]([NH:11][C:9]([NH:8][C:4]3[CH:5]=[CH:6][CH:7]=[C:2]([F:1])[CH:3]=3)=[O:10])[CH2:13][CH2:14]2)(=[O:33])=[O:32])[CH:30]=[CH:29][CH:28]=[CH:27][CH:26]=1, predict the reactants needed to synthesize it. The reactants are: [F:1][C:2]1[CH:3]=[C:4]([NH:8][C:9]([NH:11][CH:12]2[CH2:17][CH2:16][NH:15][CH2:14][CH2:13]2)=[O:10])[CH:5]=[CH:6][CH:7]=1.C(N(CC)CC)C.[C:25]1([S:31](Cl)(=[O:33])=[O:32])[CH:30]=[CH:29][CH:28]=[CH:27][CH:26]=1.O. (3) Given the product [Cl:1][CH2:2][C:3]1[N:4]=[C:12]([C:11]2[CH:10]=[C:9]([CH:17]=[CH:16][CH:15]=2)[C:7]#[N:8])[O:6][N:5]=1, predict the reactants needed to synthesize it. The reactants are: [Cl:1][CH2:2][C:3]([NH:5][OH:6])=[NH:4].[C:7]([C:9]1[CH:10]=[C:11]([CH:15]=[CH:16][CH:17]=1)[C:12](Cl)=O)#[N:8].C(N(CC)CC)C. (4) Given the product [CH2:1]([O:3][C:4]1[CH:5]=[C:6]([CH:9]=[CH:10][C:11]=1[O:12][CH2:20][CH3:21])[CH:7]=[O:8])[CH3:2], predict the reactants needed to synthesize it. The reactants are: [CH2:1]([O:3][C:4]1[CH:5]=[C:6]([CH:9]=[CH:10][C:11]=1[OH:12])[CH:7]=[O:8])[CH3:2].C(=O)([O-])[O-].[K+].[K+].I[CH2:20][CH3:21].